From a dataset of Peptide-MHC class II binding affinity with 134,281 pairs from IEDB. Regression. Given a peptide amino acid sequence and an MHC pseudo amino acid sequence, predict their binding affinity value. This is MHC class II binding data. (1) The peptide sequence is IVIGIGDNALKINWY. The MHC is DRB3_0101 with pseudo-sequence DRB3_0101. The binding affinity (normalized) is 0.748. (2) The MHC is DRB1_0405 with pseudo-sequence DRB1_0405. The peptide sequence is YDKFLAMVSTVLTGK. The binding affinity (normalized) is 0.172. (3) The peptide sequence is KVAATAANAAPANDKFTVFE. The binding affinity (normalized) is 0.317. The MHC is HLA-DPA10201-DPB10501 with pseudo-sequence HLA-DPA10201-DPB10501. (4) The binding affinity (normalized) is 0.657. The MHC is HLA-DQA10501-DQB10201 with pseudo-sequence HLA-DQA10501-DQB10201. The peptide sequence is AFILDRDNLFPKV. (5) The peptide sequence is HDYEGLSYRSLQPET. The MHC is HLA-DQA10301-DQB10302 with pseudo-sequence HLA-DQA10301-DQB10302. The binding affinity (normalized) is 0.282. (6) The peptide sequence is EKSYFAATQFEPLAA. The MHC is DRB1_0701 with pseudo-sequence DRB1_0701. The binding affinity (normalized) is 0.796. (7) The peptide sequence is CGMFTNRSGSQQW. The MHC is DRB3_0101 with pseudo-sequence DRB3_0101. The binding affinity (normalized) is 0.267. (8) The MHC is DRB1_1302 with pseudo-sequence DRB1_1302. The peptide sequence is GELQIVDKIDEAFKI. The binding affinity (normalized) is 0.806.